From a dataset of Forward reaction prediction with 1.9M reactions from USPTO patents (1976-2016). Predict the product of the given reaction. (1) Given the reactants C([O:3][C:4]([C:6]1[N:7]=[C:8]([C:11]2[O:15][CH:14]=[N:13][CH:12]=2)[O:9][CH:10]=1)=[O:5])C.[OH-].[Na+], predict the reaction product. The product is: [O:9]1[CH:10]=[C:6]([C:4]([OH:5])=[O:3])[N:7]=[C:8]1[C:11]1[O:15][CH:14]=[N:13][CH:12]=1. (2) Given the reactants [CH3:1][O:2][C:3]1[CH:11]=[C:10]2[C:6]([CH:7]=[N:8][NH:9]2)=[CH:5][C:4]=1[NH:12][C:13]1[C:14]2[C:21]([C:22](O)=[O:23])=[CH:20][NH:19][C:15]=2[N:16]=[CH:17][N:18]=1.[CH3:25][CH:26]([NH2:28])[CH3:27], predict the reaction product. The product is: [CH:26]([NH:28][C:22]([C:21]1[C:14]2[C:13]([NH:12][C:4]3[CH:5]=[C:6]4[C:10](=[CH:11][C:3]=3[O:2][CH3:1])[NH:9][N:8]=[CH:7]4)=[N:18][CH:17]=[N:16][C:15]=2[NH:19][CH:20]=1)=[O:23])([CH3:27])[CH3:25]. (3) Given the reactants [NH2:1][C@@:2]([C:6]1[CH:15]=[CH:14][C:13]2[C:8](=[CH:9][CH:10]=[C:11]([O:20][CH:21]3[CH2:26][CH2:25][CH:24]([C:27]([CH3:31])([CH3:30])[CH2:28][CH3:29])[CH2:23][CH2:22]3)[C:12]=2[C:16]([F:19])([F:18])[F:17])[CH:7]=1)([CH3:5])[CH2:3][OH:4].C(=O)(O)[O-].[Na+].[C:37]([O:41][C:42](O[C:42]([O:41][C:37]([CH3:40])([CH3:39])[CH3:38])=[O:43])=[O:43])([CH3:40])([CH3:39])[CH3:38], predict the reaction product. The product is: [C:37]([O:41][C:42](=[O:43])[NH:1][C@@:2]([C:6]1[CH:15]=[CH:14][C:13]2[C:8](=[CH:9][CH:10]=[C:11]([O:20][CH:21]3[CH2:22][CH2:23][CH:24]([C:27]([CH3:30])([CH3:31])[CH2:28][CH3:29])[CH2:25][CH2:26]3)[C:12]=2[C:16]([F:18])([F:19])[F:17])[CH:7]=1)([CH3:5])[CH2:3][OH:4])([CH3:40])([CH3:39])[CH3:38]. (4) The product is: [CH:10]12[O:15][CH:13]([CH2:12][CH2:11]1)[CH2:14][N:8]([C:6]1[CH:5]=[CH:4][N:3]=[C:2]([C:20]3[CH:21]=[CH:22][C:17]([NH2:16])=[CH:18][CH:19]=3)[N:7]=1)[CH2:9]2. Given the reactants Cl[C:2]1[N:7]=[C:6]([N:8]2[CH2:14][CH:13]3[O:15][CH:10]([CH2:11][CH2:12]3)[CH2:9]2)[CH:5]=[CH:4][N:3]=1.[NH2:16][C:17]1[CH:22]=[CH:21][C:20](B(O)O)=[CH:19][CH:18]=1.C([O-])([O-])=O.[Na+].[Na+], predict the reaction product.